From a dataset of Catalyst prediction with 721,799 reactions and 888 catalyst types from USPTO. Predict which catalyst facilitates the given reaction. Reactant: [NH2:1][CH:2]1[N:7]=[C:6](Br)[C:5]([C:9]#[N:10])=[C:4]([CH3:11])[N:3]1[SH:12].[F:13][C:14]1[CH:19]=[CH:18][C:17]([N:20]2[CH2:25][CH2:24][NH:23][CH2:22][CH2:21]2)=[CH:16][CH:15]=1.C(N(C(C)C)C(C)C)C. Product: [NH2:1][CH:2]1[N:7]=[C:6]([N:23]2[CH2:22][CH2:21][N:20]([C:17]3[CH:16]=[CH:15][C:14]([F:13])=[CH:19][CH:18]=3)[CH2:25][CH2:24]2)[C:5]([C:9]#[N:10])=[C:4]([CH3:11])[N:3]1[SH:12]. The catalyst class is: 12.